From a dataset of Forward reaction prediction with 1.9M reactions from USPTO patents (1976-2016). Predict the product of the given reaction. (1) The product is: [CH3:12][O:13][C:14]1[N:19]=[CH:18][C:17]([C:20]2[S:21][C:22]3[CH:28]=[C:27]([NH:29][S:1]([CH3:4])(=[O:3])=[O:2])[CH:26]=[CH:25][C:23]=3[N:24]=2)=[CH:16][CH:15]=1. Given the reactants [S:1](Cl)([CH3:4])(=[O:3])=[O:2].N1C=CC=CC=1.[CH3:12][O:13][C:14]1[N:19]=[CH:18][C:17]([C:20]2[S:21][C:22]3[CH:28]=[C:27]([NH2:29])[CH:26]=[CH:25][C:23]=3[N:24]=2)=[CH:16][CH:15]=1, predict the reaction product. (2) Given the reactants [F:1][C:2]1([F:27])[CH:7]([NH:8][C:9]2[N:26]=[C:12]3[C:13]([C:17]4[CH:22]=[CH:21][C:20]([F:23])=[C:19]([F:24])[C:18]=4[F:25])=[CH:14][CH:15]=[CH:16][N:11]3[N:10]=2)[CH2:6][CH2:5][NH:4][CH2:3]1.Br[C:29]1[O:30][C:31]([CH3:34])=[N:32][N:33]=1.C(N(C(C)C)CC)(C)C, predict the reaction product. The product is: [F:27][C:2]1([F:1])[CH:7]([NH:8][C:9]2[N:26]=[C:12]3[C:13]([C:17]4[CH:22]=[CH:21][C:20]([F:23])=[C:19]([F:24])[C:18]=4[F:25])=[CH:14][CH:15]=[CH:16][N:11]3[N:10]=2)[CH2:6][CH2:5][N:4]([C:29]2[O:30][C:31]([CH3:34])=[N:32][N:33]=2)[CH2:3]1. (3) The product is: [N:14]([CH2:13][CH2:12][O:11][CH2:10][CH2:9][O:8][CH2:7][CH2:6][O:5][C:27]1[CH:28]=[CH:29][CH:30]=[C:31]2[C:26]=1[N:25]=[CH:24][CH:33]=[CH:32]2)=[N+:15]=[N-:16]. Given the reactants CS([O:5][CH2:6][CH2:7][O:8][CH2:9][CH2:10][O:11][CH2:12][CH2:13][N:14]=[N+:15]=[N-:16])(=O)=O.C([O-])([O-])=O.[Na+].[Na+].O[C:24]1[CH:33]=[CH:32][C:31]2[C:26](=[CH:27][CH:28]=[CH:29][CH:30]=2)[N:25]=1.CN(C=O)C, predict the reaction product. (4) Given the reactants [F:1][C:2]1[CH:3]=[N:4][C:5]([NH:8][C:9]2[S:10][C:11]3[CH2:17][CH2:16][N:15]([CH2:18][CH2:19][O:20]C)[C:14]4=[N:22][NH:23][CH:24]=[C:13]4[C:12]=3[N:25]=2)=[N:6][CH:7]=1.B(Br)(Br)Br, predict the reaction product. The product is: [F:1][C:2]1[CH:3]=[N:4][C:5]([NH:8][C:9]2[S:10][C:11]3[CH2:17][CH2:16][N:15]([CH2:18][CH2:19][OH:20])[C:14]4=[N:22][NH:23][CH:24]=[C:13]4[C:12]=3[N:25]=2)=[N:6][CH:7]=1. (5) Given the reactants [CH3:1][O:2][C:3]1[C:8]2[O:9][C:10]3([O:16][C:7]=2[C:6]([C:17](OC)=[O:18])=[CH:5][CH:4]=1)[CH2:15][CH2:14][S:13][CH2:12][CH2:11]3.[Cl:21][C:22]1[CH:23]=[N:24][CH:25]=[C:26]([Cl:29])[C:27]=1[CH3:28].C[Si]([N-][Si](C)(C)C)(C)C.[Li+].[NH4+].[Cl-], predict the reaction product. The product is: [Cl:21][C:22]1[CH:23]=[N:24][CH:25]=[C:26]([Cl:29])[C:27]=1[CH2:28][C:17]([C:6]1[C:7]2[O:16][C:10]3([CH2:15][CH2:14][S:13][CH2:12][CH2:11]3)[O:9][C:8]=2[C:3]([O:2][CH3:1])=[CH:4][CH:5]=1)=[O:18]. (6) The product is: [CH2:1]1[C:10]2[C:5](=[CH:6][CH:7]=[CH:8][CH:9]=2)[CH2:4][CH2:3][N:2]1[C:30](=[O:31])[CH2:29][N:13]1[CH2:14][CH2:15][C:16]([C:17]2[CH:22]=[CH:21][CH:20]=[CH:19][CH:18]=2)([C:23]2[CH:28]=[CH:27][CH:26]=[CH:25][CH:24]=2)[C:12]1=[O:11]. Given the reactants [CH2:1]1[C:10]2[C:5](=[CH:6][CH:7]=[CH:8][CH:9]=2)[CH2:4][CH2:3][NH:2]1.[O:11]=[C:12]1[C:16]([C:23]2[CH:28]=[CH:27][CH:26]=[CH:25][CH:24]=2)([C:17]2[CH:22]=[CH:21][CH:20]=[CH:19][CH:18]=2)[CH2:15][CH2:14][N:13]1[CH2:29][C:30](O)=[O:31].Cl.C(N=C=NCCCN(C)C)C, predict the reaction product. (7) Given the reactants [CH3:1][O:2][C:3]1[CH:8]=[CH:7][C:6]([C:9]2[CH:10]=[C:11]([S:19]([OH:22])(=O)=[O:20])[C:12]3[CH:13]=[CH:14][N:15]=[CH:16][C:17]=3[CH:18]=2)=[CH:5][CH:4]=1.CN(C=O)C.C(Cl)(=O)C([Cl:31])=O, predict the reaction product. The product is: [CH3:1][O:2][C:3]1[CH:8]=[CH:7][C:6]([C:9]2[CH:10]=[C:11]([S:19]([Cl:31])(=[O:22])=[O:20])[C:12]3[CH:13]=[CH:14][N:15]=[CH:16][C:17]=3[CH:18]=2)=[CH:5][CH:4]=1. (8) Given the reactants [OH2:1].[O-2:2].[O-2].[O-2].O=[Si]=O.O=[Si]=O.O=[Si]=O.O=[Si]=O.[Al+3].[Al+3].O.[NH:20]([C:27]1[N:28]([C:47]2[CH:52]=[CH:51][CH:50]=[CH:49][CH:48]=2)[C:29]2[C:34]([C:35](=[O:37])[CH:36]=1)=[C:33]([C:38]([F:41])([F:40])[F:39])[CH:32]=[C:31]([S:42][CH2:43][CH2:44][CH2:45][CH3:46])[N:30]=2)[C:21]1[CH:26]=[CH:25][CH:24]=[CH:23][CH:22]=1.OOS([O-])=O.[K+], predict the reaction product. The product is: [NH:20]([C:27]1[N:28]([C:47]2[CH:48]=[CH:49][CH:50]=[CH:51][CH:52]=2)[C:29]2[C:34]([C:35](=[O:37])[CH:36]=1)=[C:33]([C:38]([F:40])([F:41])[F:39])[CH:32]=[C:31]([S:42]([CH2:43][CH2:44][CH2:45][CH3:46])(=[O:2])=[O:1])[N:30]=2)[C:21]1[CH:22]=[CH:23][CH:24]=[CH:25][CH:26]=1. (9) Given the reactants [F:1][C:2]1[CH:3]=[CH:4][C:5]2[N:6]([CH:8]=[C:9]([C:11]([NH:13][C@H:14]3[CH2:19][CH2:18][C@@H:17]([NH:20][C:21]([C:23]4[C:24]([NH:30][C:31]5[CH:36]=[CH:35][CH:34]=[C:33]([O:37][CH2:38][CH2:39][N:40]6[CH2:45][CH2:44][O:43][CH2:42][CH2:41]6)[CH:32]=5)=[N:25][CH:26]=[C:27]([F:29])[CH:28]=4)=[O:22])[CH2:16][CH2:15]3)=[O:12])[N:10]=2)[CH:7]=1.[C:46](N1C=CN=C1)(N1C=CN=C1)=[O:47].[H-].[Na+], predict the reaction product. The product is: [F:1][C:2]1[CH:3]=[CH:4][C:5]2[N:6]([CH:8]=[C:9]([C:11]([NH:13][C@H:14]3[CH2:15][CH2:16][C@@H:17]([N:20]4[C:21](=[O:22])[C:23]5[CH:28]=[C:27]([F:29])[CH:26]=[N:25][C:24]=5[N:30]([C:31]5[CH:36]=[CH:35][CH:34]=[C:33]([O:37][CH2:38][CH2:39][N:40]6[CH2:41][CH2:42][O:43][CH2:44][CH2:45]6)[CH:32]=5)[C:46]4=[O:47])[CH2:18][CH2:19]3)=[O:12])[N:10]=2)[CH:7]=1.